Task: Predict the reactants needed to synthesize the given product.. Dataset: Full USPTO retrosynthesis dataset with 1.9M reactions from patents (1976-2016) (1) The reactants are: [OH-].[K+].[N+:3]([C:6]1[CH:11]=[CH:10][C:9]([SH:12])=[CH:8][CH:7]=1)([O-:5])=[O:4].Br[CH2:14][CH2:15][CH2:16][Cl:17]. Given the product [Cl:17][CH2:16][CH2:15][CH2:14][S:12][C:9]1[CH:10]=[CH:11][C:6]([N+:3]([O-:5])=[O:4])=[CH:7][CH:8]=1, predict the reactants needed to synthesize it. (2) Given the product [C:13]([O:16][CH:9]1[C:4]2[N:5]=[CH:6][N:7]=[C:2]([Cl:1])[C:3]=2[C@H:11]([CH3:12])[CH2:10]1)(=[O:15])[CH3:14], predict the reactants needed to synthesize it. The reactants are: [Cl:1][C:2]1[N:7]=[CH:6][N+:5]([O-])=[C:4]2[CH2:9][CH2:10][C@@H:11]([CH3:12])[C:3]=12.[C:13]([O:16]C(=O)C)(=[O:15])[CH3:14]. (3) Given the product [Cl:15][C:13]1[CH:14]=[C:9]([CH2:8][CH2:7][C:6]([OH:38])=[O:5])[CH:10]=[C:11]([Cl:37])[C:12]=1[C:16]1[NH:20][C:19]2[CH:21]=[C:22]([C:25]3[O:26][C:27]([C:30]4[CH:31]=[CH:32][C:33]([Cl:36])=[CH:34][CH:35]=4)=[N:28][N:29]=3)[CH:23]=[CH:24][C:18]=2[N:17]=1, predict the reactants needed to synthesize it. The reactants are: C([O:5][C:6](=[O:38])[CH2:7][CH2:8][C:9]1[CH:14]=[C:13]([Cl:15])[C:12]([C:16]2[NH:20][C:19]3[CH:21]=[C:22]([C:25]4[O:26][C:27]([C:30]5[CH:35]=[CH:34][C:33]([Cl:36])=[CH:32][CH:31]=5)=[N:28][N:29]=4)[CH:23]=[CH:24][C:18]=3[N:17]=2)=[C:11]([Cl:37])[CH:10]=1)(C)(C)C.Cl. (4) Given the product [Br:1][C:2]1[CH:3]=[C:4]([CH2:11][OH:12])[C:5]2[N:6]([N:8]=[CH:9][N:10]=2)[CH:7]=1, predict the reactants needed to synthesize it. The reactants are: [Br:1][C:2]1[CH:3]=[C:4]([CH2:11][O:12][Si](C(C)C)(C(C)C)C(C)C)[C:5]2[N:6]([N:8]=[CH:9][N:10]=2)[CH:7]=1.[F-].C([N+](CCCC)(CCCC)CCCC)CCC. (5) Given the product [Cl:1][C:2]1[CH:3]=[C:4]2[C:9](=[CH:10][C:11]=1[C:12]([N:14]1[CH2:15][CH2:16][CH2:17][CH2:18]1)=[O:13])[N:8]=[CH:7][N:6]=[C:5]2[NH:19][CH:20]([C:26]1[NH:30][C:29]2[CH:38]=[CH:39][C:40]([Cl:42])=[CH:41][C:28]=2[N:27]=1)[CH2:21][CH2:22][C:23]([N:43]1[CH2:48][CH2:47][CH2:46][CH2:45][CH2:44]1)=[O:24], predict the reactants needed to synthesize it. The reactants are: [Cl:1][C:2]1[CH:3]=[C:4]2[C:9](=[CH:10][C:11]=1[C:12]([N:14]1[CH2:18][CH2:17][CH2:16][CH2:15]1)=[O:13])[N:8]=[CH:7][N:6]=[C:5]2[NH:19][CH:20]([C:26]1[N:30](C(OC(C)(C)C)=O)[C:29]2[CH:38]=[CH:39][C:40]([Cl:42])=[CH:41][C:28]=2[N:27]=1)[CH2:21][CH2:22][C:23](O)=[O:24].[NH:43]1[CH2:48][CH2:47][CH2:46][CH2:45][CH2:44]1.CN(C(ON1N=NC2C=CC=CC1=2)=[N+](C)C)C.[B-](F)(F)(F)F.FC(F)(F)C(O)=O. (6) Given the product [CH:24]1([C:22]2[N:13]=[C:12]([C:11]3[C:3]([CH3:2])=[N:4][N:5]4[CH:10]=[CH:9][CH:8]=[CH:7][C:6]=34)[S:14][C:16]=2[C:17]([O:19][CH2:20][CH3:21])=[O:18])[CH2:29][CH2:28][CH2:27][CH2:26][CH2:25]1, predict the reactants needed to synthesize it. The reactants are: Cl.[CH3:2][C:3]1[C:11]([C:12](=[S:14])[NH2:13])=[C:6]2[CH:7]=[CH:8][CH:9]=[CH:10][N:5]2[N:4]=1.Cl[CH:16]([C:22]([CH:24]1[CH2:29][CH2:28][CH2:27][CH2:26][CH2:25]1)=O)[C:17]([O:19][CH2:20][CH3:21])=[O:18]. (7) Given the product [CH2:39]([O:38][C:36](=[O:37])[CH2:35][C:30]1[CH:31]=[CH:32][CH:33]=[CH:34][C:29]=1[O:28][CH2:24][C:21]1[CH:22]=[CH:23][C:18]([C:17]2[O:16][N:15]=[C:14]([CH3:26])[C:13]=2[NH:12][C:11]([O:10][CH:8]([C:3]2[CH:4]=[CH:5][CH:6]=[CH:7][C:2]=2[Cl:1])[CH3:9])=[O:27])=[CH:19][CH:20]=1)[CH3:40], predict the reactants needed to synthesize it. The reactants are: [Cl:1][C:2]1[CH:7]=[CH:6][CH:5]=[CH:4][C:3]=1[CH:8]([O:10][C:11](=[O:27])[NH:12][C:13]1[C:14]([CH3:26])=[N:15][O:16][C:17]=1[C:18]1[CH:23]=[CH:22][C:21]([CH2:24]Cl)=[CH:20][CH:19]=1)[CH3:9].[OH:28][C:29]1[CH:34]=[CH:33][CH:32]=[CH:31][C:30]=1[CH2:35][C:36]([O:38][CH2:39][CH3:40])=[O:37].C(=O)([O-])[O-].[K+].[K+].